From a dataset of Forward reaction prediction with 1.9M reactions from USPTO patents (1976-2016). Predict the product of the given reaction. (1) Given the reactants [Cl:1][C:2]1[CH:7]=[CH:6][CH:5]=[CH:4][C:3]=1[CH2:8][OH:9].[Br:10][C:11]1[CH:16]=[CH:15][CH:14]=[CH:13][N:12]=1, predict the reaction product. The product is: [Br:10][C:11]1[C:16]([C:8]([C:3]2[CH:4]=[CH:5][CH:6]=[CH:7][C:2]=2[Cl:1])=[O:9])=[CH:15][CH:14]=[CH:13][N:12]=1. (2) Given the reactants [F:1][C:2]([F:35])([F:34])[C:3]1[CH:8]=[CH:7][C:6]([C@:9]23[CH2:14][C@H:13]2[CH2:12][N:11]([CH2:15][CH2:16][CH2:17][N:18]2[CH:23]=[C:22]([C:24]4[C:25]([CH3:31])=[N:26][N:27]([CH3:30])[C:28]=4[CH3:29])[C:21](=[O:32])[NH:20][C:19]2=[O:33])[CH2:10]3)=[CH:5][CH:4]=1.[ClH:36].CO, predict the reaction product. The product is: [ClH:36].[ClH:36].[F:35][C:2]([F:1])([F:34])[C:3]1[CH:4]=[CH:5][C:6]([C@:9]23[CH2:14][C@H:13]2[CH2:12][N:11]([CH2:15][CH2:16][CH2:17][N:18]2[CH:23]=[C:22]([C:24]4[C:25]([CH3:31])=[N:26][N:27]([CH3:30])[C:28]=4[CH3:29])[C:21](=[O:32])[NH:20][C:19]2=[O:33])[CH2:10]3)=[CH:7][CH:8]=1. (3) Given the reactants [Cl:1][C:2]1[CH:3]=[C:4]([C:8]([C:11]#[C:12][C:13]2[CH:18]=[CH:17][CH:16]=[CH:15][C:14]=2[Cl:19])=[CH:9][N:10]=1)[CH:5]=[N:6][OH:7], predict the reaction product. The product is: [Cl:1][C:2]1[CH:3]=[C:4]2[C:8]([CH:11]=[C:12]([C:13]3[CH:18]=[CH:17][CH:16]=[CH:15][C:14]=3[Cl:19])[N+:6]([O-:7])=[CH:5]2)=[CH:9][N:10]=1. (4) Given the reactants [CH3:1][N:2]([CH:6]1[CH2:11][CH2:10][CH2:9][N:8]([C:12]2[CH:17]=[CH:16][C:15]([N:18]3[CH:27]=[CH:26][C:25]4[C:20](=[CH:21][CH:22]=[C:23]([O:28][CH2:29][C@@H:30]5[CH2:34][CH2:33][CH2:32][O:31]5)[CH:24]=4)[C:19]3=[O:35])=[CH:14][CH:13]=2)[CH2:7]1)C(=O)C.[OH-].[Na+], predict the reaction product. The product is: [CH3:1][NH:2][CH:6]1[CH2:11][CH2:10][CH2:9][N:8]([C:12]2[CH:17]=[CH:16][C:15]([N:18]3[CH:27]=[CH:26][C:25]4[C:20](=[CH:21][CH:22]=[C:23]([O:28][CH2:29][C@@H:30]5[CH2:34][CH2:33][CH2:32][O:31]5)[CH:24]=4)[C:19]3=[O:35])=[CH:14][CH:13]=2)[CH2:7]1. (5) Given the reactants [F:1][C@H:2]1[CH2:6][CH2:5][N:4]([C:7]2[CH:8]=[CH:9][C:10]3[N:11]([C:13]([C:16]([O:18]CC)=[O:17])=[CH:14][N:15]=3)[N:12]=2)[CH2:3]1.[OH-].[Na+], predict the reaction product. The product is: [F:1][C@H:2]1[CH2:6][CH2:5][N:4]([C:7]2[CH:8]=[CH:9][C:10]3[N:11]([C:13]([C:16]([OH:18])=[O:17])=[CH:14][N:15]=3)[N:12]=2)[CH2:3]1.